This data is from Reaction yield outcomes from USPTO patents with 853,638 reactions. The task is: Predict the reaction yield, written as a fraction of the theoretical maximum amount of product (1.0 means a 100% yield; for example, 0.34 means a 34% yield). (1) The reactants are [CH3:1][O:2][C:3]([C:5]1[N:6]=[C:7]([C:20]2[CH:25]=[CH:24][C:23]([C:26]([F:29])([F:28])[F:27])=[CH:22][CH:21]=2)[O:8][C:9]=1[C:10]1[CH:15]=[CH:14][C:13]([C:16](=[NH:19])[NH:17][OH:18])=[CH:12][CH:11]=1)=[O:4].C(N(C(C)C)CC)(C)C.[C:39](Cl)(=[O:41])[CH3:40]. The catalyst is ClCCl. The product is [CH3:1][O:2][C:3]([C:5]1[N:6]=[C:7]([C:20]2[CH:25]=[CH:24][C:23]([C:26]([F:27])([F:29])[F:28])=[CH:22][CH:21]=2)[O:8][C:9]=1[C:10]1[CH:15]=[CH:14][C:13]([C:16](=[NH:19])[NH:17][O:18][C:39](=[O:41])[CH3:40])=[CH:12][CH:11]=1)=[O:4]. The yield is 0.240. (2) The reactants are [CH3:1][O:2][C:3]([C:5]1[CH:10]=[CH:9][C:8]([C:11]2[C:12]([CH3:49])([CH3:48])[C@H:13]3[C@:26]([CH3:29])([CH2:27][CH:28]=2)[C@@H:25]2[C@:16]([CH3:47])([C@@:17]4([CH3:46])[C@H:22]([CH2:23][CH2:24]2)[C@H:21]2[C@H:30]([C:33]([CH3:35])=[CH2:34])[CH2:31][CH2:32][C@:20]2([C:36]([O:38]CC2C=CC=CC=2)=[O:37])[CH2:19][CH2:18]4)[CH2:15][CH2:14]3)=[CH:7][CH:6]=1)=[O:4]. The catalyst is [Pd].CO. The product is [CH:33]([C@H:30]1[C@@H:21]2[C@@H:22]3[C@@:17]([CH3:46])([CH2:18][CH2:19][C@@:20]2([C:36]([OH:38])=[O:37])[CH2:32][CH2:31]1)[C@@:16]1([CH3:47])[C@@H:25]([C@:26]2([CH3:29])[C@@H:13]([CH2:14][CH2:15]1)[C:12]([CH3:49])([CH3:48])[C@@H:11]([C:8]1[CH:7]=[CH:6][C:5]([C:3]([O:2][CH3:1])=[O:4])=[CH:10][CH:9]=1)[CH2:28][CH2:27]2)[CH2:24][CH2:23]3)([CH3:35])[CH3:34]. The yield is 0.820. (3) The reactants are [C:1]([C:5]1[CH:29]=[C:8]2[N:9]=[C:10]([CH3:28])[C:11]([CH:20]([CH2:25][CH2:26][CH3:27])[C:21]([O:23]C)=[O:22])=[C:12]([C:13]3[CH:18]=[CH:17][CH:16]=[C:15]([OH:19])[CH:14]=3)[N:7]2[N:6]=1)([CH3:4])([CH3:3])[CH3:2].[OH-].[Na+]. The catalyst is CO.O. The product is [C:1]([C:5]1[CH:29]=[C:8]2[N:9]=[C:10]([CH3:28])[C:11]([CH:20]([CH2:25][CH2:26][CH3:27])[C:21]([OH:23])=[O:22])=[C:12]([C:13]3[CH:18]=[CH:17][CH:16]=[C:15]([OH:19])[CH:14]=3)[N:7]2[N:6]=1)([CH3:3])([CH3:4])[CH3:2]. The yield is 0.400. (4) The reactants are [NH:1]1[CH2:4][CH:3]([CH2:5][C:6]2[S:7][C:8]3[N:9]=[C:10]([N:21]4[C:25]5[CH:26]=[CH:27][CH:28]=[CH:29][C:24]=5[N:23]=[C:22]4[CH2:30][CH3:31])[N:11]=[C:12]([N:15]4[CH2:20][CH2:19][O:18][CH2:17][CH2:16]4)[C:13]=3[N:14]=2)[CH2:2]1.[OH:32][C:33]([CH3:38])([CH3:37])[C:34](O)=[O:35].CN(C(ON1N=NC2C=CC=NC1=2)=[N+](C)C)C.F[P-](F)(F)(F)(F)F.CCN(C(C)C)C(C)C. The catalyst is C(Cl)Cl. The product is [CH2:30]([C:22]1[N:21]([C:10]2[N:11]=[C:12]([N:15]3[CH2:20][CH2:19][O:18][CH2:17][CH2:16]3)[C:13]3[N:14]=[C:6]([CH2:5][CH:3]4[CH2:2][N:1]([C:34](=[O:35])[C:33]([OH:32])([CH3:38])[CH3:37])[CH2:4]4)[S:7][C:8]=3[N:9]=2)[C:25]2[CH:26]=[CH:27][CH:28]=[CH:29][C:24]=2[N:23]=1)[CH3:31]. The yield is 0.350.